This data is from HIV replication inhibition screening data with 41,000+ compounds from the AIDS Antiviral Screen. The task is: Binary Classification. Given a drug SMILES string, predict its activity (active/inactive) in a high-throughput screening assay against a specified biological target. (1) The molecule is Oc1nc2ccccc2c2oc(-c3ccccc3)nc12. The result is 0 (inactive). (2) The compound is O=c1c(-c2ccc(O)cc2)coc2c(O)c(O)ccc12. The result is 0 (inactive). (3) The drug is O=C(O)c1c(CC(Cc2ccc3c(c2)CCCC3)C(=O)O)ccc2c1CCCC2. The result is 0 (inactive). (4) The molecule is CCOC(=O)C(N)CSC(=O)NC. The result is 0 (inactive).